From a dataset of Retrosynthesis with 50K atom-mapped reactions and 10 reaction types from USPTO. Predict the reactants needed to synthesize the given product. (1) The reactants are: CCOP(=O)(Cc1ccc(N(c2ccccc2C)c2ccccc2C)cc1)OCC.Cc1ccccc1N(c1ccc(C=O)cc1)c1ccccc1C. Given the product Cc1ccccc1N(c1ccc(/C=C/c2ccc(N(c3ccccc3C)c3ccccc3C)cc2)cc1)c1ccccc1C, predict the reactants needed to synthesize it. (2) Given the product Cn1cc(NC(=O)c2cccc([C@@H]3C[C@H]3N)c2)cn1, predict the reactants needed to synthesize it. The reactants are: Cn1cc(NC(=O)c2cccc([C@@H]3C[C@H]3NC(=O)OC(C)(C)C)c2)cn1. (3) The reactants are: COCOc1ccc(B(O)O)cc1.Cc1nn(C2CCCCO2)c2nc(Br)cc(CO)c12. Given the product COCOc1ccc(-c2cc(CO)c3c(C)nn(C4CCCCO4)c3n2)cc1, predict the reactants needed to synthesize it. (4) Given the product CCOC(=O)C(=O)N(c1ccccc1[N+](=O)[O-])C(C)C, predict the reactants needed to synthesize it. The reactants are: CC(C)Nc1ccccc1[N+](=O)[O-].CCOC(=O)C(=O)Cl. (5) Given the product O=C1CC(CBr)CN1c1ccc(F)cc1, predict the reactants needed to synthesize it. The reactants are: BrC(Br)(Br)Br.O=C1CC(CO)CN1c1ccc(F)cc1.